From a dataset of Full USPTO retrosynthesis dataset with 1.9M reactions from patents (1976-2016). Predict the reactants needed to synthesize the given product. (1) The reactants are: [Cl:1][C:2]1[C:7]2[CH:8]=[N:9][S:10][C:6]=2[C:5]([N+:11]([O-])=O)=[CH:4][CH:3]=1.O. Given the product [Cl:1][C:2]1[C:7]2[CH:8]=[N:9][S:10][C:6]=2[C:5]([NH2:11])=[CH:4][CH:3]=1, predict the reactants needed to synthesize it. (2) Given the product [Cl:18][C:19]1[CH:20]=[C:21]2[C:22](=[C:24]([CH3:26])[CH:25]=1)[N:23]=[CH:6][CH:5]=[C:4]2[OH:3], predict the reactants needed to synthesize it. The reactants are: CC1(C)O[C:6](=O)[CH2:5][C:4](=O)[O:3]1.C(OC)(OC)OC.[Cl:18][C:19]1[CH:25]=[C:24]([CH3:26])[C:22]([NH2:23])=[CH:21][CH:20]=1.O. (3) Given the product [CH3:1][C@@H:2]([CH2:23][CH3:24])[C@H:3]([N:11]1[CH2:12][CH2:13][N:14]([CH2:15][C:16]2[CH:21]=[CH:20][CH:19]=[C:18]([CH3:22])[N:17]=2)[C:25]1=[O:26])[C:4]([O:6][C:7]([CH3:10])([CH3:8])[CH3:9])=[O:5], predict the reactants needed to synthesize it. The reactants are: [CH3:1][C@@H:2]([CH2:23][CH3:24])[C@H:3]([NH:11][CH2:12][CH2:13][NH:14][CH2:15][C:16]1[CH:21]=[CH:20][CH:19]=[C:18]([CH3:22])[N:17]=1)[C:4]([O:6][C:7]([CH3:10])([CH3:9])[CH3:8])=[O:5].[C:25](=O)(OC1C=CC([N+]([O-])=O)=CC=1)[O:26]C1C=CC([N+]([O-])=O)=CC=1. (4) Given the product [Br:1][CH:27]([C:29]1[CH:34]=[CH:33][C:32]([O:35][C:36]([F:39])([F:38])[F:37])=[CH:31][CH:30]=1)[C:24]1[CH:25]=[CH:26][C:21]([O:20][C:19]([F:41])([F:40])[F:18])=[CH:22][CH:23]=1, predict the reactants needed to synthesize it. The reactants are: [Br:1]C1C=CC(OC(F)(F)F)=CC=1.C(OCC)=O.[F:18][C:19]([F:41])([F:40])[O:20][C:21]1[CH:26]=[CH:25][C:24]([CH:27]([C:29]2[CH:34]=[CH:33][C:32]([O:35][C:36]([F:39])([F:38])[F:37])=[CH:31][CH:30]=2)O)=[CH:23][CH:22]=1.Br. (5) Given the product [C@H:41]1([NH:40][C:33]([C:31]2[S:32][C:28]([C:7]3[C:8]4[C:15](=[O:16])[N:14]5[C@H:10]([C:9]=4[N:17]=[C:18]([CH2:19][CH2:20][C:21]4[CH:26]=[CH:25][C:24]([F:27])=[CH:23][CH:22]=4)[C:6]=3[C:4]([O:3][CH2:1][CH3:2])=[O:5])[CH2:11][CH2:12][CH2:13]5)=[CH:29][CH:30]=2)=[O:35])[C:51]2[C:50](=[CH:49][CH:48]=[CH:47][CH:52]=2)[CH2:43][CH2:42]1, predict the reactants needed to synthesize it. The reactants are: [CH2:1]([O:3][C:4]([C:6]1[C:18]([CH2:19][CH2:20][C:21]2[CH:26]=[CH:25][C:24]([F:27])=[CH:23][CH:22]=2)=[N:17][C:9]2[C@H:10]3[N:14]([C:15](=[O:16])[C:8]=2[C:7]=1[C:28]1[S:32][C:31]([C:33]([OH:35])=O)=[CH:30][CH:29]=1)[CH2:13][CH2:12][CH2:11]3)=[O:5])[CH3:2].CCN=C=[N:40][CH2:41][CH2:42][CH2:43]N(C)C.[CH:47]1[CH:48]=[CH:49][C:50]2N(O)N=N[C:51]=2[CH:52]=1.Cl. (6) Given the product [Na+:27].[O:18]([C:15]1[CH:14]=[CH:13][C:12]([N:9]2[CH2:10][CH2:11][N:6]([CH2:5][CH2:4][C:3]([O-:25])=[O:2])[CH2:7][CH2:8]2)=[CH:17][CH:16]=1)[C:19]1[CH:20]=[CH:21][CH:22]=[CH:23][CH:24]=1, predict the reactants needed to synthesize it. The reactants are: C[O:2][C:3](=[O:25])[CH2:4][CH2:5][N:6]1[CH2:11][CH2:10][N:9]([C:12]2[CH:17]=[CH:16][C:15]([O:18][C:19]3[CH:24]=[CH:23][CH:22]=[CH:21][CH:20]=3)=[CH:14][CH:13]=2)[CH2:8][CH2:7]1.[OH-].[Na+:27]. (7) Given the product [NH2:7][C@H:8]([C:10]1[CH:15]=[CH:14][C:13]([C@@H:16]([OH:23])[CH2:17][NH:18][C:19]([CH3:22])([CH3:21])[CH3:20])=[CH:12][CH:11]=1)[CH3:9], predict the reactants needed to synthesize it. The reactants are: C(OC(=O)[NH:7][C@H:8]([C:10]1[CH:15]=[CH:14][C:13]([C@@H:16]([OH:23])[CH2:17][NH:18][C:19]([CH3:22])([CH3:21])[CH3:20])=[CH:12][CH:11]=1)[CH3:9])(C)(C)C.FC(F)(F)C(O)=O. (8) The reactants are: C[Si](Cl)(C)C.[I-].[Na+].[CH2:8]([N:15]1[CH2:20][CH2:19][CH:18]([N:21]2[C:29]3[C:24](=[CH:25][CH:26]=[CH:27][CH:28]=3)[C:23]([CH:30](O)[C:31]([NH2:33])=[O:32])=[CH:22]2)[CH2:17][CH2:16]1)[C:9]1[CH:14]=[CH:13][CH:12]=[CH:11][CH:10]=1. Given the product [CH2:8]([N:15]1[CH2:20][CH2:19][CH:18]([N:21]2[C:29]3[C:24](=[CH:25][CH:26]=[CH:27][CH:28]=3)[C:23]([CH2:30][C:31]([NH2:33])=[O:32])=[CH:22]2)[CH2:17][CH2:16]1)[C:9]1[CH:10]=[CH:11][CH:12]=[CH:13][CH:14]=1, predict the reactants needed to synthesize it.